Dataset: Full USPTO retrosynthesis dataset with 1.9M reactions from patents (1976-2016). Task: Predict the reactants needed to synthesize the given product. (1) Given the product [CH2:18]([O:17][CH:4]([O:3][CH2:1][CH3:2])[CH2:5][CH:6]([C:7]([O:9][CH2:10][CH3:11])=[O:8])[C:12]([O-:14])=[O:13])[CH3:19].[K+:21], predict the reactants needed to synthesize it. The reactants are: [CH2:1]([O:3][CH:4]([O:17][CH2:18][CH3:19])[CH2:5][CH:6]([C:12]([O:14]CC)=[O:13])[C:7]([O:9][CH2:10][CH3:11])=[O:8])[CH3:2].[OH-].[K+:21]. (2) The reactants are: [CH2:1]([C:5]1[S:9][C:8]([C:10](=O)[C:11]([C:13]2[CH:18]=[CH:17][CH:16]=[CH:15]C=2)=O)=[CH:7][CH:6]=1)[CH2:2][CH2:3][CH3:4].[CH2:20]([OH:22])C.Cl.[CH3:24][NH:25][C:26]([NH2:28])=[NH:27].C([O-])([O-])=O.[K+].[K+]. Given the product [NH2:28][C:26]1[N:25]([CH3:24])[C:20](=[O:22])[C:10]([C:8]2[S:9][C:5]([CH2:1][CH2:2][CH2:3][CH3:4])=[CH:6][CH:7]=2)([C:11]2[CH:13]=[CH:18][CH:17]=[CH:16][CH:15]=2)[N:27]=1, predict the reactants needed to synthesize it.